This data is from Catalyst prediction with 721,799 reactions and 888 catalyst types from USPTO. The task is: Predict which catalyst facilitates the given reaction. Reactant: O[C@H:2]1[C@H:7]([C:8]2[CH:13]=[CH:12][C:11]([OH:14])=[CH:10][CH:9]=2)[CH2:6][CH2:5][N:4]([C:15]([O:17][C:18]([CH3:21])([CH3:20])[CH3:19])=[O:16])[CH2:3]1.CCN(S(F)(F)[F:28])CC. Product: [F:28][C@H:2]1[C@H:7]([C:8]2[CH:13]=[CH:12][C:11]([OH:14])=[CH:10][CH:9]=2)[CH2:6][CH2:5][N:4]([C:15]([O:17][C:18]([CH3:21])([CH3:20])[CH3:19])=[O:16])[CH2:3]1. The catalyst class is: 2.